Regression. Given a peptide amino acid sequence and an MHC pseudo amino acid sequence, predict their binding affinity value. This is MHC class I binding data. From a dataset of Peptide-MHC class I binding affinity with 185,985 pairs from IEDB/IMGT. The peptide sequence is PYENLLYKL. The MHC is HLA-A24:03 with pseudo-sequence HLA-A24:03. The binding affinity (normalized) is 0.384.